The task is: Predict the reaction yield, written as a fraction of the theoretical maximum amount of product (1.0 means a 100% yield; for example, 0.34 means a 34% yield).. This data is from Reaction yield outcomes from USPTO patents with 853,638 reactions. (1) The reactants are CN(C(ON1N=NC2C=CC=NC1=2)=[N+](C)C)C.F[P-](F)(F)(F)(F)F.[C:25]([O:29][C:30]([N:32]1[CH2:36][C@H:35]([F:37])[CH2:34][C@H:33]1[C:38]([OH:40])=O)=[O:31])([CH3:28])([CH3:27])[CH3:26].Cl.[Cl:42][C:43]1[CH:48]=[C:47]([CH2:49][NH2:50])[CH:46]=[CH:45][N:44]=1.CCN(C(C)C)C(C)C. The catalyst is CN(C=O)C. The product is [Cl:42][C:43]1[CH:48]=[C:47]([CH2:49][NH:50][C:38]([C@@H:33]2[CH2:34][C@@H:35]([F:37])[CH2:36][N:32]2[C:30]([O:29][C:25]([CH3:26])([CH3:27])[CH3:28])=[O:31])=[O:40])[CH:46]=[CH:45][N:44]=1. The yield is 0.890. (2) The reactants are Br[C:2]1[C:7]([F:8])=[CH:6][C:5]([O:9][CH3:10])=[CH:4][C:3]=1[F:11].[Cl:12][C:13]1[CH:18]=[C:17]([CH2:19][C:20]([O:22]C)=[O:21])[CH:16]=[CH:15][C:14]=1B(O)O.C(=O)([O-])[O-].[Na+].[Na+]. The catalyst is COCCOC.C1C=CC([P]([Pd]([P](C2C=CC=CC=2)(C2C=CC=CC=2)C2C=CC=CC=2)([P](C2C=CC=CC=2)(C2C=CC=CC=2)C2C=CC=CC=2)[P](C2C=CC=CC=2)(C2C=CC=CC=2)C2C=CC=CC=2)(C2C=CC=CC=2)C2C=CC=CC=2)=CC=1. The product is [Cl:12][C:13]1[CH:18]=[C:17]([CH2:19][C:20]([OH:22])=[O:21])[CH:16]=[CH:15][C:14]=1[C:2]1[C:7]([F:8])=[CH:6][C:5]([O:9][CH3:10])=[CH:4][C:3]=1[F:11]. The yield is 0.724.